This data is from Forward reaction prediction with 1.9M reactions from USPTO patents (1976-2016). The task is: Predict the product of the given reaction. (1) Given the reactants [CH3:1][S:2][C:3]1[N:8]=[C:7]([CH:9]=O)[CH:6]=[CH:5][N:4]=1.[S:11]1[CH2:15][C:14](=[O:16])[NH:13][C:12]1=[O:17].N1CCCCC1, predict the reaction product. The product is: [CH3:1][S:2][C:3]1[N:8]=[C:7](/[CH:9]=[C:15]2/[C:14](=[O:16])[NH:13][C:12](=[O:17])[S:11]/2)[CH:6]=[CH:5][N:4]=1. (2) The product is: [CH3:1][O:2][P:3]([CH2:7][C:8](=[O:28])[CH2:9][CH2:10][C:11]1[CH:17]=[CH:16][CH:15]=[CH:13][CH:12]=1)(=[O:6])[O:4][CH3:5]. Given the reactants [CH3:1][O:2][P:3]([CH3:7])(=[O:6])[O:4][CH3:5].[CH2:8]([Li])[CH2:9][CH2:10][CH2:11][CH2:12][CH3:13].[CH3:15][CH2:16][C:17]1C=CC=C(OC(CC)=O)C=1.[OH2:28], predict the reaction product.